From a dataset of Full USPTO retrosynthesis dataset with 1.9M reactions from patents (1976-2016). Predict the reactants needed to synthesize the given product. Given the product [Cl:20][C:17]1[CH:16]=[CH:15][C:14]([C:9]2[C:8]([C:3]3[CH:4]=[CH:5][CH:6]=[CH:7][C:2]=3[Cl:1])=[N:12][N:11]3[C:21]([OH:26])=[CH:22][C:23]([CH3:25])=[N:13][C:10]=23)=[CH:19][CH:18]=1, predict the reactants needed to synthesize it. The reactants are: [Cl:1][C:2]1[CH:7]=[CH:6][CH:5]=[CH:4][C:3]=1[C:8]1[C:9]([C:14]2[CH:19]=[CH:18][C:17]([Cl:20])=[CH:16][CH:15]=2)=[C:10]([NH2:13])[NH:11][N:12]=1.[C:21](OCC)(=[O:26])[CH2:22][C:23]([CH3:25])=O.C(OCC)C.